Dataset: TCR-epitope binding with 47,182 pairs between 192 epitopes and 23,139 TCRs. Task: Binary Classification. Given a T-cell receptor sequence (or CDR3 region) and an epitope sequence, predict whether binding occurs between them. (1) The epitope is HTTDPSFLGRY. The TCR CDR3 sequence is CSVDRQGAVGYTF. Result: 1 (the TCR binds to the epitope). (2) The epitope is DPFRLLQNSQVFS. Result: 1 (the TCR binds to the epitope). The TCR CDR3 sequence is CASSSPVRGHEQYF. (3) The epitope is FLKEKGGL. The TCR CDR3 sequence is CSVYREIPEAFF. Result: 1 (the TCR binds to the epitope). (4) The epitope is ELAGIGILTV. The TCR CDR3 sequence is CASSPLNRGGTEAFF. Result: 0 (the TCR does not bind to the epitope).